From a dataset of Forward reaction prediction with 1.9M reactions from USPTO patents (1976-2016). Predict the product of the given reaction. (1) Given the reactants Br[C:2]1[CH:14]=[CH:13][C:5]2[NH:6][C:7](=[O:12])[O:8][C:9]([CH3:11])([CH3:10])[C:4]=2[CH:3]=1.[Li]CCCC.CCCCCC.[B:26](OC(C)C)([O:31]C(C)C)[O:27]C(C)C, predict the reaction product. The product is: [CH3:10][C:9]1([CH3:11])[C:4]2[CH:3]=[C:2]([B:26]([OH:31])[OH:27])[CH:14]=[CH:13][C:5]=2[NH:6][C:7](=[O:12])[O:8]1. (2) Given the reactants [C:1]([O:7][CH2:8][N:9]1[C:13]2[N:14]=[N:15][CH:16]=[C:17]([C:18]3[CH:19]=[N:20][N:21]([C@H:23]([CH2:30][CH:31]=O)[CH2:24][CH:25]4[CH2:29][CH2:28][CH2:27][CH2:26]4)[CH:22]=3)[C:12]=2[CH:11]=[CH:10]1)(=[O:6])[C:2]([CH3:5])([CH3:4])[CH3:3].[OH-].[NH4+:34].II, predict the reaction product. The product is: [C:1]([O:7][CH2:8][N:9]1[C:13]2[N:14]=[N:15][CH:16]=[C:17]([C:18]3[CH:19]=[N:20][N:21]([C@@H:23]([CH2:24][CH:25]4[CH2:26][CH2:27][CH2:28][CH2:29]4)[CH2:30][C:31]#[N:34])[CH:22]=3)[C:12]=2[CH:11]=[CH:10]1)(=[O:6])[C:2]([CH3:5])([CH3:4])[CH3:3]. (3) Given the reactants Cl[C:2]1C(OC2C=CC(Cl)=C(C(F)(F)F)C=2)=CC(F)=[C:6]([CH:10]=1)C(O)=O.[Cl:24][C:25]1[CH:26]=[C:27]([CH:43]=[CH:44][C:45]=1[O:46][C:47]([F:50])([F:49])[F:48])[O:28][C:29]1[CH:37]=[CH:36][C:32]([C:33](O)=[O:34])=[CH:31][C:30]=1[C:38]1([OH:42])[CH2:41][O:40][CH2:39]1.C[N:52](C)[S:53]([NH2:56])(=[O:55])=[O:54], predict the reaction product. The product is: [N:52]1([S:53]([NH:56][C:33](=[O:34])[C:32]2[CH:36]=[CH:37][C:29]([O:28][C:27]3[CH:43]=[CH:44][C:45]([O:46][C:47]([F:48])([F:50])[F:49])=[C:25]([Cl:24])[CH:26]=3)=[C:30]([C:38]3([OH:42])[CH2:39][O:40][CH2:41]3)[CH:31]=2)(=[O:55])=[O:54])[CH2:6][CH2:10][CH2:2]1. (4) The product is: [CH3:12][O:11][C:1]1[C:10]2[C:5](=[CH:6][CH:7]=[CH:8][CH:9]=2)[CH:4]=[CH:3][CH:2]=1. Given the reactants [C:1]1([OH:11])[C:10]2[C:5](=[CH:6][CH:7]=[CH:8][CH:9]=2)[CH:4]=[CH:3][CH:2]=1.[CH2:12]1CCN2C(=NCCC2)CC1, predict the reaction product. (5) Given the reactants Br[C:2]1[CH:3]=[N:4][C:5]([CH3:8])=[N:6][CH:7]=1.[CH3:9][Si:10]([C:13]#[CH:14])([CH3:12])[CH3:11].C(NC(C)C)(C)C, predict the reaction product. The product is: [CH3:8][C:5]1[N:4]=[CH:3][C:2]([C:14]#[C:13][Si:10]([CH3:12])([CH3:11])[CH3:9])=[CH:7][N:6]=1. (6) Given the reactants [CH2:1]1[CH:6]2[CH2:7][C:8]3([NH2:11])[CH2:10][CH:4]([CH2:5]2)[CH2:3][CH:2]1[CH2:9]3.[CH3:12][O:13][C:14]1[CH:19]=[CH:18][C:17]([C:20]2[O:24][N:23]=[C:22]([CH:25]=O)[CH:21]=2)=[CH:16][CH:15]=1, predict the reaction product. The product is: [CH3:12][O:13][C:14]1[CH:15]=[CH:16][C:17]([C:20]2[O:24][N:23]=[C:22]([CH2:25][NH:11][C:8]34[CH2:10][CH:4]5[CH2:5][CH:6]([CH2:1][CH:2]([CH2:3]5)[CH2:9]3)[CH2:7]4)[CH:21]=2)=[CH:18][CH:19]=1. (7) Given the reactants [O:1]=[C:2]1[CH2:5][CH:4]([CH2:6][CH2:7][C:8]([OH:10])=O)[CH2:3]1.[C:11]([C:15]1[CH:21]=[CH:20][C:18]([NH2:19])=[C:17]([N+:22]([O-:24])=[O:23])[CH:16]=1)([CH3:14])([CH3:13])[CH3:12].N1C=CC=CC=1.C(P1(=O)OP(CCC)(=O)OP(CCC)(=O)O1)CC, predict the reaction product. The product is: [C:11]([C:15]1[CH:21]=[CH:20][C:18]([NH:19][C:8](=[O:10])[CH2:7][CH2:6][CH:4]2[CH2:3][C:2](=[O:1])[CH2:5]2)=[C:17]([N+:22]([O-:24])=[O:23])[CH:16]=1)([CH3:14])([CH3:12])[CH3:13].